From a dataset of Catalyst prediction with 721,799 reactions and 888 catalyst types from USPTO. Predict which catalyst facilitates the given reaction. (1) Reactant: CN(C(ON1N=NC2C=CC=NC1=2)=[N+](C)C)C.F[P-](F)(F)(F)(F)F.[CH:25]1([C:31]2[C:32]3[CH:33]=[CH:34][C:35]([C:53](O)=[O:54])=[CH:36][C:37]=3[N:38]3[CH2:45][CH2:44][N:43]([CH3:46])[CH2:42][C:41]4[CH:47]=[C:48]([O:51][CH3:52])[CH:49]=[CH:50][C:40]=4[C:39]=23)[CH2:30][CH2:29][CH2:28][CH2:27][CH2:26]1.[NH2:56][C:57]1([C:62]([NH:64][C:65]2[CH:70]=[CH:69][C:68](/[CH:71]=[CH:72]/[C:73]([O:75][CH2:76][CH3:77])=[O:74])=[CH:67][CH:66]=2)=[O:63])[CH2:61][CH2:60][CH2:59][CH2:58]1.CCN(C(C)C)C(C)C.Cl.NC1(C(NC2C=CC(/C=C/C(OCC)=O)=CC=2)=O)CCCC1. Product: [CH:25]1([C:31]2[C:32]3[CH:33]=[CH:34][C:35]([C:53]([NH:56][C:57]4([C:62]([NH:64][C:65]5[CH:66]=[CH:67][C:68](/[CH:71]=[CH:72]/[C:73]([O:75][CH2:76][CH3:77])=[O:74])=[CH:69][CH:70]=5)=[O:63])[CH2:61][CH2:60][CH2:59][CH2:58]4)=[O:54])=[CH:36][C:37]=3[N:38]3[CH2:45][CH2:44][N:43]([CH3:46])[CH2:42][C:41]4[CH:47]=[C:48]([O:51][CH3:52])[CH:49]=[CH:50][C:40]=4[C:39]=23)[CH2:26][CH2:27][CH2:28][CH2:29][CH2:30]1. The catalyst class is: 3. (2) Reactant: [CH3:1][N:2]1[C:6]([C:7]([F:10])([F:9])[F:8])=[CH:5][C:4]([O:11][C:12]2[CH:13]=[C:14]([CH:16]=[C:17]([O:19][C:20]3[CH:25]=[CH:24][CH:23]=[C:22]([C:26]([F:29])([F:28])[F:27])[CH:21]=3)[CH:18]=2)N)=[N:3]1.N(OCCCC)=O.O. Product: [CH3:1][N:2]1[C:6]([C:7]([F:8])([F:9])[F:10])=[CH:5][C:4]([O:11][C:12]2[CH:13]=[CH:14][CH:16]=[C:17]([O:19][C:20]3[CH:25]=[CH:24][CH:23]=[C:22]([C:26]([F:27])([F:28])[F:29])[CH:21]=3)[CH:18]=2)=[N:3]1. The catalyst class is: 1. (3) Reactant: [NH2:1][C@@H:2]1[CH2:7][C:6]([CH2:8][N:9]2[CH2:14][CH2:13][CH2:12][C@@H:11]([C:15]([O:17]CC)=[O:16])[CH2:10]2)=[CH:5][CH2:4][C@H:3]1[C:20]1[CH:25]=[CH:24][C:23]([Cl:26])=[CH:22][C:21]=1[Cl:27].O1CCCC1.O.[Li+].[OH-].Cl. Product: [NH2:1][C@@H:2]1[CH2:7][C:6]([CH2:8][N:9]2[CH2:14][CH2:13][CH2:12][C@@H:11]([C:15]([OH:17])=[O:16])[CH2:10]2)=[CH:5][CH2:4][C@H:3]1[C:20]1[CH:25]=[CH:24][C:23]([Cl:26])=[CH:22][C:21]=1[Cl:27]. The catalyst class is: 28.